From a dataset of NCI-60 drug combinations with 297,098 pairs across 59 cell lines. Regression. Given two drug SMILES strings and cell line genomic features, predict the synergy score measuring deviation from expected non-interaction effect. Drug 1: C1CC(C1)(C(=O)O)C(=O)O.[NH2-].[NH2-].[Pt+2]. Drug 2: CS(=O)(=O)CCNCC1=CC=C(O1)C2=CC3=C(C=C2)N=CN=C3NC4=CC(=C(C=C4)OCC5=CC(=CC=C5)F)Cl. Cell line: OVCAR-4. Synergy scores: CSS=3.52, Synergy_ZIP=0.146, Synergy_Bliss=1.06, Synergy_Loewe=-5.86, Synergy_HSA=-2.70.